From a dataset of Forward reaction prediction with 1.9M reactions from USPTO patents (1976-2016). Predict the product of the given reaction. (1) Given the reactants [N:1]1([C:5]([C:7]2[CH:31]=[CH:30][C:10]([O:11][C:12]3[CH:13]=[C:14]([CH:19]=[C:20]([O:22][C@H:23]4[CH2:27][CH2:26][N:25]([CH3:28])[C:24]4=[O:29])[CH:21]=3)[C:15]([O:17]C)=[O:16])=[CH:9][CH:8]=2)=[O:6])[CH2:4][CH2:3][CH2:2]1.CO.O, predict the reaction product. The product is: [N:1]1([C:5]([C:7]2[CH:8]=[CH:9][C:10]([O:11][C:12]3[CH:13]=[C:14]([CH:19]=[C:20]([O:22][C@H:23]4[CH2:27][CH2:26][N:25]([CH3:28])[C:24]4=[O:29])[CH:21]=3)[C:15]([OH:17])=[O:16])=[CH:30][CH:31]=2)=[O:6])[CH2:4][CH2:3][CH2:2]1. (2) Given the reactants [N:1]([CH2:4][C:5]1[N:9]2[N:10]=[C:11]([C:14]3[CH:19]=[CH:18][CH:17]=[CH:16][CH:15]=3)[CH:12]=[N:13][C:8]2=[N:7][N:6]=1)=[N+]=[N-].C1COCC1.C1(P(C2C=CC=CC=2)C2C=CC=CC=2)C=CC=CC=1.O, predict the reaction product. The product is: [C:14]1([C:11]2[CH:12]=[N:13][C:8]3[N:9]([C:5]([CH2:4][NH2:1])=[N:6][N:7]=3)[N:10]=2)[CH:15]=[CH:16][CH:17]=[CH:18][CH:19]=1. (3) Given the reactants [Cl:1][C:2]1[C:3]([CH2:8][NH:9][C:10]([C@H:12]2[CH2:17][N:16]3[C:18](=[O:23])[O:19][CH:20]([CH:21]=[CH2:22])[C@@H:15]3[CH2:14][CH2:13]2)=O)=[N:4][CH:5]=[CH:6][N:7]=1.O=P(Cl)(Cl)Cl.CN(C=O)C.C(=O)(O)[O-].[Na+], predict the reaction product. The product is: [Cl:1][C:2]1[C:3]2[N:4]([C:10]([C@H:12]3[CH2:17][N:16]4[C:18](=[O:23])[O:19][CH:20]([CH:21]=[CH2:22])[C@@H:15]4[CH2:14][CH2:13]3)=[N:9][CH:8]=2)[CH:5]=[CH:6][N:7]=1.